From a dataset of Catalyst prediction with 721,799 reactions and 888 catalyst types from USPTO. Predict which catalyst facilitates the given reaction. (1) Reactant: [Br:1][C:2]1[CH:7]=[CH:6][C:5]([OH:8])=[C:4]([C:9]([F:12])([F:11])[F:10])[CH:3]=1.O[CH2:14][CH2:15][CH:16]1[CH2:19][N:18]([C:20]([O:22][C:23]([CH3:26])([CH3:25])[CH3:24])=[O:21])[CH2:17]1.C1(P(C2C=CC=CC=2)C2C=CC=CC=2)C=CC=CC=1.CC(OC(/N=N/C(OC(C)C)=O)=O)C. Product: [Br:1][C:2]1[CH:7]=[CH:6][C:5]([O:8][CH2:14][CH2:15][CH:16]2[CH2:19][N:18]([C:20]([O:22][C:23]([CH3:24])([CH3:26])[CH3:25])=[O:21])[CH2:17]2)=[C:4]([C:9]([F:10])([F:11])[F:12])[CH:3]=1. The catalyst class is: 2. (2) Reactant: [F:8][C:7]([F:10])([F:9])[C:6](O[C:6](=[O:11])[C:7]([F:10])([F:9])[F:8])=[O:11].C([N:16]([CH2:19][CH3:20])[CH2:17]C)C.[CH2:21]([O:28][C:29]1[CH:30]=[C:31]([CH:43]=[CH:44][C:45]=1[N+:46]([O-:48])=[O:47])[O:32][C:33]1[CH:41]=[C:40]([Cl:42])[CH:39]=[CH:38]C=1CCN)[C:22]1[CH:27]=[CH:26][CH:25]=[CH:24][CH:23]=1.C(OC1C=C(O)C=CC=1[N+]([O-])=O)C1C=CC=CC=1. Product: [CH2:21]([O:28][C:29]1[CH:30]=[C:31]([CH:43]=[CH:44][C:45]=1[N+:46]([O-:48])=[O:47])[O:32][C:33]1[CH:41]=[C:40]([Cl:42])[CH:39]=[CH:38][C:20]=1[CH2:19][N:16]([CH3:17])[C:6](=[O:11])[C:7]([F:8])([F:9])[F:10])[C:22]1[CH:23]=[CH:24][CH:25]=[CH:26][CH:27]=1. The catalyst class is: 34. (3) Product: [C:2]1([C:10]2[CH:15]=[CH:14][CH:13]=[CH:12][CH:11]=2)[C:3]([OH:9])=[CH:4][C:5]([OH:6])=[CH:7][CH:8]=1. The catalyst class is: 104. Reactant: Br[C:2]1[CH:8]=[CH:7][C:5]([OH:6])=[CH:4][C:3]=1[OH:9].[C:10]1(B(O)O)[CH:15]=[CH:14][CH:13]=[CH:12][CH:11]=1.C(=O)([O-])[O-].[Na+].[Na+]. (4) Reactant: [F:1][C:2]1[CH:3]=[C:4]([CH:42]=[CH:43][CH:44]=1)[CH2:5][N:6]1[CH:10]=[C:9]([C:11]2[C:19]3[C:14](=[N:15][CH:16]=[C:17]([C:20]4[CH:25]=[CH:24][C:23]([N:26]5[CH2:31][CH2:30][NH:29][CH2:28][CH2:27]5)=[CH:22][CH:21]=4)[CH:18]=3)[N:13]([S:32]([C:35]3[CH:41]=[CH:40][C:38]([CH3:39])=[CH:37][CH:36]=3)(=[O:34])=[O:33])[CH:12]=2)[CH:8]=[N:7]1.[OH:45][CH2:46][C:47](O)=[O:48].CN(C(ON1N=NC2C=CC=NC1=2)=[N+](C)C)C.F[P-](F)(F)(F)(F)F.C1C=CC2N(O)N=NC=2C=1.CCN(C(C)C)C(C)C. Product: [F:1][C:2]1[CH:3]=[C:4]([CH:42]=[CH:43][CH:44]=1)[CH2:5][N:6]1[CH:10]=[C:9]([C:11]2[C:19]3[C:14](=[N:15][CH:16]=[C:17]([C:20]4[CH:25]=[CH:24][C:23]([N:26]5[CH2:27][CH2:28][N:29]([C:46](=[O:45])[CH2:47][OH:48])[CH2:30][CH2:31]5)=[CH:22][CH:21]=4)[CH:18]=3)[N:13]([S:32]([C:35]3[CH:41]=[CH:40][C:38]([CH3:39])=[CH:37][CH:36]=3)(=[O:33])=[O:34])[CH:12]=2)[CH:8]=[N:7]1. The catalyst class is: 3. (5) Reactant: Cl[C:2]1[CH:38]=[CH:37][C:5]([C:6]([NH:8][C:9]2[CH:14]=[C:13]([C:15]([N:17]3[CH2:22][CH2:21][C@H:20]([C:23]4[CH:28]=[CH:27][C:26]([C:29]5[N:33]([CH3:34])[N:32]=[CH:31][CH:30]=5)=[CH:25][CH:24]=4)[C@H:19]([CH3:35])[CH2:18]3)=[O:16])[CH:12]=[CH:11][C:10]=2[CH3:36])=[O:7])=[CH:4][N:3]=1.[CH:39]([NH2:42])([CH3:41])[CH3:40]. Product: [CH:39]([NH:42][C:2]1[CH:38]=[CH:37][C:5]([C:6]([NH:8][C:9]2[CH:14]=[C:13]([C:15]([N:17]3[CH2:22][CH2:21][C@H:20]([C:23]4[CH:28]=[CH:27][C:26]([C:29]5[N:33]([CH3:34])[N:32]=[CH:31][CH:30]=5)=[CH:25][CH:24]=4)[C@H:19]([CH3:35])[CH2:18]3)=[O:16])[CH:12]=[CH:11][C:10]=2[CH3:36])=[O:7])=[CH:4][N:3]=1)([CH3:41])[CH3:40]. The catalyst class is: 155. (6) Reactant: [N:1]1([C:10]2[S:14][C:13]([C:15]([O:17][CH3:18])=[O:16])=[C:12]([OH:19])[CH:11]=2)[C:5]2[CH:6]=[CH:7][CH:8]=[CH:9][C:4]=2[N:3]=[CH:2]1.C(=O)([O-])[O-].[K+].[K+].Br[CH2:27][C:28]1[C:29]([CH3:34])=[CH:30][CH:31]=[CH:32][CH:33]=1. Product: [N:1]1([C:10]2[S:14][C:13]([C:15]([O:17][CH3:18])=[O:16])=[C:12]([O:19][CH2:27][C:28]3[CH:33]=[CH:32][CH:31]=[CH:30][C:29]=3[CH3:34])[CH:11]=2)[C:5]2[CH:6]=[CH:7][CH:8]=[CH:9][C:4]=2[N:3]=[CH:2]1. The catalyst class is: 35. (7) Reactant: [Cl:1][C:2]1[CH:3]=[C:4]2[C:8](=[CH:9][CH:10]=1)[NH:7][C:6]([C:11]#[N:12])=[C:5]2[CH3:13].CCN(C(C)C)C(C)C.[C:23](Cl)(=[O:25])[CH3:24]. Product: [C:23]([N:7]1[C:8]2[C:4](=[CH:3][C:2]([Cl:1])=[CH:10][CH:9]=2)[C:5]([CH3:13])=[C:6]1[C:11]#[N:12])(=[O:25])[CH3:24]. The catalyst class is: 4. (8) Reactant: N.[OH:2][C@@H:3]1[CH2:8][CH2:7][CH2:6][C@H:5]([C:9]#[N:10])[CH2:4]1. Product: [NH2:10][CH2:9][C@@H:5]1[CH2:6][CH2:7][CH2:8][C@H:3]([OH:2])[CH2:4]1. The catalyst class is: 94. (9) Reactant: C([O:4][C:5]1[CH:10]=[C:9]([I:11])[C:8]([F:12])=[CH:7][C:6]=1[O:13][CH3:14])(=O)C.[OH-].[Na+].C(O)(=O)CC(CC(O)=O)(C(O)=O)O. Product: [F:12][C:8]1[C:9]([I:11])=[CH:10][C:5]([OH:4])=[C:6]([O:13][CH3:14])[CH:7]=1. The catalyst class is: 36. (10) Reactant: Cl[C:2]1[N:7]=[C:6]([NH:8][CH:9]([CH2:13][C:14]([F:17])([F:16])[F:15])[C:10]([NH2:12])=[O:11])[C:5]([F:18])=[CH:4][C:3]=1[C:19]#[N:20].[NH2:21][C:22]1[CH:23]=[N:24][C:25]2[C:30]([CH:31]=1)=[CH:29][CH:28]=[CH:27][CH:26]=2.O.O.O.[O-]C1C=CC=CC=1.[Na+].CC1(C)C2C(=C(P(C3C=CC=CC=3)C3C=CC=CC=3)C=CC=2)OC2C(P(C3C=CC=CC=3)C3C=CC=CC=3)=CC=CC1=2. Product: [C:19]([C:3]1[CH:4]=[C:5]([F:18])[C:6]([NH:8][CH:9]([CH2:13][C:14]([F:17])([F:16])[F:15])[C:10]([NH2:12])=[O:11])=[N:7][C:2]=1[NH:21][C:22]1[CH:23]=[N:24][C:25]2[C:30]([CH:31]=1)=[CH:29][CH:28]=[CH:27][CH:26]=2)#[N:20]. The catalyst class is: 62.